This data is from Peptide-MHC class I binding affinity with 185,985 pairs from IEDB/IMGT. The task is: Regression. Given a peptide amino acid sequence and an MHC pseudo amino acid sequence, predict their binding affinity value. This is MHC class I binding data. (1) The peptide sequence is RMYVGGVEHR. The MHC is HLA-A31:01 with pseudo-sequence HLA-A31:01. The binding affinity (normalized) is 0.579. (2) The peptide sequence is DLLSYYVVYV. The binding affinity (normalized) is 1.00. The MHC is HLA-A02:01 with pseudo-sequence HLA-A02:01.